This data is from Forward reaction prediction with 1.9M reactions from USPTO patents (1976-2016). The task is: Predict the product of the given reaction. (1) The product is: [F:25][C:26]1[CH:27]=[C:28]([CH:36]=[CH:37][CH:38]=1)[C:29]([NH:31][N:32]([C:22](=[O:23])/[CH:21]=[CH:20]/[C:10]1[C:11]2[C:16](=[CH:15][C:14]([CH:17]([CH3:18])[CH3:19])=[CH:13][CH:12]=2)[N:8]([C:6]([O:5][C:1]([CH3:3])([CH3:2])[CH3:4])=[O:7])[CH:9]=1)[CH:33]([CH3:35])[CH3:34])=[O:30]. Given the reactants [C:1]([O:5][C:6]([N:8]1[C:16]2[C:11](=[CH:12][CH:13]=[C:14]([CH:17]([CH3:19])[CH3:18])[CH:15]=2)[C:10]([CH:20]=[CH:21][C:22](O)=[O:23])=[CH:9]1)=[O:7])([CH3:4])([CH3:3])[CH3:2].[F:25][C:26]1[CH:27]=[C:28]([CH:36]=[CH:37][CH:38]=1)[C:29]([NH:31][NH:32][CH:33]([CH3:35])[CH3:34])=[O:30].CN(C(ON1N=NC2C=CC=NC1=2)=[N+](C)C)C.F[P-](F)(F)(F)(F)F.C(N(CC)C(C)C)(C)C, predict the reaction product. (2) Given the reactants Cl.[CH3:2][O:3][C:4](=[O:7])[CH2:5][NH2:6].CCN(CC)CC.[CH:15]1([CH2:18][O:19][C:20]2[CH:25]=[CH:24][C:23]([S:26](Cl)(=[O:28])=[O:27])=[CH:22][CH:21]=2)[CH2:17][CH2:16]1, predict the reaction product. The product is: [CH3:2][O:3][C:4](=[O:7])[CH2:5][NH:6][S:26]([C:23]1[CH:22]=[CH:21][C:20]([O:19][CH2:18][CH:15]2[CH2:16][CH2:17]2)=[CH:25][CH:24]=1)(=[O:28])=[O:27]. (3) The product is: [F:26][C:12]1[CH:13]=[C:14]([CH2:17][N:18]2[CH2:21][CH:20]([C:22]([O:24][CH3:25])=[O:23])[CH2:19]2)[CH:15]=[CH:16][C:11]=1[C:9]1[S:8][C:6]2[C:5]([N:10]=1)=[CH:4][CH:3]=[C:2]([Sn:28]([CH3:34])([CH3:33])[CH3:27])[N:7]=2. Given the reactants Cl[C:2]1[N:7]=[C:6]2[S:8][C:9]([C:11]3[CH:16]=[CH:15][C:14]([CH2:17][N:18]4[CH2:21][CH:20]([C:22]([O:24][CH3:25])=[O:23])[CH2:19]4)=[CH:13][C:12]=3[F:26])=[N:10][C:5]2=[CH:4][CH:3]=1.[CH3:27][Sn:28]([CH3:34])([CH3:33])[Sn:28]([CH3:34])([CH3:33])[CH3:27].O1CCOCC1, predict the reaction product. (4) Given the reactants [OH-:1].[Na+].[CH2:3]([N:5]1[CH2:10][CH2:9][N:8]([CH2:11][C:12]2[CH:42]=[CH:41][C:15]([C:16](N[C@H]3[C@H]4[C@@H]3OC3C=CC(OC5C6CCC(=O)NC=6N=CC=5)=CC=34)=[O:17])=[CH:14][C:13]=2[CH3:43])[CH2:7][CH2:6]1)[CH3:4].Cl.[CH3:45]O.O, predict the reaction product. The product is: [CH2:3]([N:5]1[CH2:6][CH2:7][N:8]([CH2:11][C:12]2[CH:42]=[CH:41][C:15]([C:16]([O:17][CH3:45])=[O:1])=[CH:14][C:13]=2[CH3:43])[CH2:9][CH2:10]1)[CH3:4].